This data is from Forward reaction prediction with 1.9M reactions from USPTO patents (1976-2016). The task is: Predict the product of the given reaction. Given the reactants O1CCOCC1.[Cl:7][C:8]1[N:12]=[CH:11][N:10]([C:13]2[CH:18]=[CH:17][C:16]([N+:19]([O-])=O)=[CH:15][C:14]=2[O:22][CH3:23])[N:9]=1.[S-2].[Na+].[Na+], predict the reaction product. The product is: [Cl:7][C:8]1[N:12]=[CH:11][N:10]([C:13]2[CH:18]=[CH:17][C:16]([NH2:19])=[CH:15][C:14]=2[O:22][CH3:23])[N:9]=1.